From a dataset of Forward reaction prediction with 1.9M reactions from USPTO patents (1976-2016). Predict the product of the given reaction. (1) Given the reactants [NH2:1][C:2]1[N:3]([CH3:29])[C:4](=[O:28])[C:5]2([N:27]=1)[C:14]1[C:9](=[CH:10][CH:11]=[C:12](Br)[CH:13]=1)[CH2:8][CH2:7][CH:6]2[CH2:16][CH:17]1[CH2:22][CH2:21][N:20]([CH2:23][CH:24]([F:26])[F:25])[CH2:19][CH2:18]1.[Cl:30][C:31]1[CH:32]=[C:33](B(O)O)[CH:34]=[N:35][CH:36]=1.C([O-])([O-])=O.[Na+].[Na+], predict the reaction product. The product is: [NH2:1][C:2]1[N:3]([CH3:29])[C:4](=[O:28])[C@@:5]2([N:27]=1)[C:14]1[C:9](=[CH:10][CH:11]=[C:12]([C:33]3[CH:34]=[N:35][CH:36]=[C:31]([Cl:30])[CH:32]=3)[CH:13]=1)[CH2:8][CH2:7][C@H:6]2[CH2:16][CH:17]1[CH2:22][CH2:21][N:20]([CH2:23][CH:24]([F:26])[F:25])[CH2:19][CH2:18]1. (2) Given the reactants [NH:1]1[C:5]([CH2:6][CH2:7][O:8][CH2:9][C:10]([O:12]C(C)(C)C)=[O:11])=[CH:4][N:3]=[N:2]1.[F:17][C:18]([F:23])([F:22])[C:19]([OH:21])=[O:20], predict the reaction product. The product is: [F:17][C:18]([F:23])([F:22])[C:19]([OH:21])=[O:20].[NH:1]1[C:5]([CH2:6][CH2:7][O:8][CH2:9][C:10]([OH:12])=[O:11])=[CH:4][N:3]=[N:2]1. (3) Given the reactants FC(F)(F)C([O-])=O.[CH2:8]([O:15][C:16]([NH:18][C@H:19]([C:28]1[NH:29][C:30]([I:33])=[CH:31][NH+:32]=1)[CH2:20][CH2:21][CH2:22][CH2:23][CH2:24][C:25]([OH:27])=O)=[O:17])[C:9]1[CH:14]=[CH:13][CH:12]=[CH:11][CH:10]=1.CN.[CH3:36][N:37](C(ON1N=NC2C=CC=CC1=2)=[N+](C)C)C.F[P-](F)(F)(F)(F)F, predict the reaction product. The product is: [I:33][C:30]1[NH:29][C:28]([C@@H:19]([NH:18][C:16](=[O:17])[O:15][CH2:8][C:9]2[CH:10]=[CH:11][CH:12]=[CH:13][CH:14]=2)[CH2:20][CH2:21][CH2:22][CH2:23][CH2:24][C:25]([NH:37][CH3:36])=[O:27])=[N:32][CH:31]=1. (4) Given the reactants [OH:1][CH:2]1[CH2:6][CH2:5][C:4]([C:7]2[C:11]3[CH2:12][N:13]([C:16]([O:18]C(C)(C)C)=O)[CH2:14][CH2:15][C:10]=3[N:9](COCC[Si](C)(C)C)[N:8]=2)=[CH:3]1.Cl.O1CCOCC1.[Cl:38][C:39]1[CH:40]=[C:41]([NH:45]C(=O)OC2C=CC=CC=2)[CH:42]=[CH:43][CH:44]=1, predict the reaction product. The product is: [Cl:38][C:39]1[CH:40]=[C:41]([NH:45][C:16]([N:13]2[CH2:14][CH2:15][C:10]3[NH:9][N:8]=[C:7]([C:4]4[CH2:5][CH2:6][CH:2]([OH:1])[CH:3]=4)[C:11]=3[CH2:12]2)=[O:18])[CH:42]=[CH:43][CH:44]=1. (5) Given the reactants [F:1][C:2]1[CH:7]=[CH:6][C:5]([OH:8])=[CH:4][CH:3]=1.CC(C)([O-])C.[K+].[Cl:15][C:16]1[N:21]=[C:20](Cl)[CH:19]=[CH:18][N:17]=1, predict the reaction product. The product is: [Cl:15][C:16]1[N:21]=[C:20]([O:8][C:5]2[CH:6]=[CH:7][C:2]([F:1])=[CH:3][CH:4]=2)[CH:19]=[CH:18][N:17]=1. (6) Given the reactants C([Li])CCC.[Cl-].[Cl:7][CH2:8][P+](C1C=CC=CC=1)(C1C=CC=CC=1)C1C=CC=CC=1.[O:28]1[C:34]2[CH:35]=[CH:36][CH:37]=[CH:38][C:33]=2[CH:32]=[CH:31][C:30](=O)[CH2:29]1, predict the reaction product. The product is: [Cl:7][CH:8]=[C:30]1[CH:31]=[CH:32][C:33]2[CH:38]=[CH:37][CH:36]=[CH:35][C:34]=2[O:28][CH2:29]1. (7) The product is: [CH2:31]([O:33][C:34](=[O:35])[C:36](=[O:12])[CH2:40][C:39]([C:41]1[CH:46]=[CH:45][CH:44]=[C:43]([Cl:47])[CH:42]=1)=[O:38])[CH3:32]. Given the reactants ClC1C=C(C2[O:12]N=C(C(=O)C)C=2)C=CC=1.C[Mg]I.O1CCCC1.C(N(CC)CC)C.[CH2:31]([O:33][C:34]([C:36]1[CH:40]=[C:39]([C:41]2[CH:46]=[CH:45][CH:44]=[C:43]([Cl:47])[CH:42]=2)[O:38]N=1)=[O:35])[CH3:32].Cl, predict the reaction product. (8) Given the reactants [NH2:1][CH2:2][CH2:3][O:4][CH2:5][CH2:6]O[CH2:6][CH2:5][O:4][CH2:3][CH2:2][NH2:1].[NH2:14][CH:15](C)[CH2:16][O:17][CH:18](C)[CH:19]([NH2:22])CC.NC(C)COC(C)COC(C)CN.NCCCCOCCCCN.NCCCCOCCCCOCCCCN, predict the reaction product. The product is: [NH2:1][CH2:2][CH2:3][O:4][CH2:5][CH2:6][NH:22][CH2:19][CH2:18][O:17][CH2:16][CH2:15][NH2:14]. (9) Given the reactants [CH2:1]([C:8]12[C:17](=[O:18])[CH2:16][CH2:15][CH2:14][C:13]1=[C:12]([CH3:19])[C:11](=[O:20])[CH2:10][CH2:9]2)[C:2]1[CH:7]=[CH:6][CH:5]=[CH:4][CH:3]=1.[BH4-].[Na+], predict the reaction product. The product is: [CH2:1]([C:8]12[CH:17]([OH:18])[CH2:16][CH2:15][CH2:14][C:13]1=[C:12]([CH3:19])[C:11](=[O:20])[CH2:10][CH2:9]2)[C:2]1[CH:3]=[CH:4][CH:5]=[CH:6][CH:7]=1.